From a dataset of Forward reaction prediction with 1.9M reactions from USPTO patents (1976-2016). Predict the product of the given reaction. (1) Given the reactants [F:1][C:2]1[CH:3]=[C:4]([I:18])[CH:5]=[C:6]2[C:11]=1[NH:10][CH:9]=[C:8]([C:12]([O:14][CH2:15][CH3:16])=[O:13])[C:7]2=[O:17].C(=O)([O-])[O-].[K+].[K+].I[CH2:26][CH2:27][OH:28].O, predict the reaction product. The product is: [F:1][C:2]1[CH:3]=[C:4]([I:18])[CH:5]=[C:6]2[C:11]=1[N:10]([CH2:26][CH2:27][OH:28])[CH:9]=[C:8]([C:12]([O:14][CH2:15][CH3:16])=[O:13])[C:7]2=[O:17]. (2) Given the reactants O[N:2]1[C:6](=[O:7])[C:5]2=[CH:8][CH:9]=[CH:10][CH:11]=[C:4]2[C:3]1=[O:12].C(N(CC)CC)C.C1CCN2C(=NCCC2)CC1, predict the reaction product. The product is: [C:6]1(=[O:7])[NH:2][C:3](=[O:12])[C:4]2=[CH:11][CH:10]=[CH:9][CH:8]=[C:5]12. (3) Given the reactants C(OC(=O)[NH:7][C@H:8]([C@@H:10]1[CH2:14][CH2:13][N:12]([C:15]2[C:24]([O:25][CH:26]([F:28])[F:27])=[C:23]3[C:18]([C:19](=[O:33])[NH:20][C:21](=[O:32])[N:22]3[CH:29]3[CH2:31][CH2:30]3)=[CH:17][C:16]=2[F:34])[CH2:11]1)[CH3:9])(C)(C)C.C(OCC)C.[ClH:41], predict the reaction product. The product is: [ClH:41].[NH2:7][C@H:8]([C@@H:10]1[CH2:14][CH2:13][N:12]([C:15]2[C:24]([O:25][CH:26]([F:28])[F:27])=[C:23]3[C:18]([C:19](=[O:33])[NH:20][C:21](=[O:32])[N:22]3[CH:29]3[CH2:31][CH2:30]3)=[CH:17][C:16]=2[F:34])[CH2:11]1)[CH3:9]. (4) Given the reactants [CH3:1][C:2]1[CH:7]=[C:6]([CH3:8])[NH:5][C:4](=[O:9])[C:3]=1[CH2:10][NH:11][C:12]([C:14]1[C:15]2[CH:28]=[N:27][N:26]([CH:29]([CH3:31])[CH3:30])[C:16]=2[N:17]=[C:18]([C:20]2[CH2:21][CH2:22][NH:23][CH2:24][CH:25]=2)[CH:19]=1)=[O:13].CCN(CC)CC.[NH:39]1[CH2:42][CH:41]([C:43](O)=[O:44])[CH2:40]1.C1CN([P+](ON2N=NC3C=CC=CC2=3)(N2CCCC2)N2CCCC2)CC1.F[P-](F)(F)(F)(F)F, predict the reaction product. The product is: [NH:39]1[CH2:42][CH:41]([C:43]([N:23]2[CH2:22][CH:21]=[C:20]([C:18]3[CH:19]=[C:14]([C:12]([NH:11][CH2:10][C:3]4[C:4](=[O:9])[NH:5][C:6]([CH3:8])=[CH:7][C:2]=4[CH3:1])=[O:13])[C:15]4[CH:28]=[N:27][N:26]([CH:29]([CH3:31])[CH3:30])[C:16]=4[N:17]=3)[CH2:25][CH2:24]2)=[O:44])[CH2:40]1. (5) Given the reactants [F:1][C:2]1[CH:7]=[CH:6][C:5]([CH:8]([C:10]2[C:19]([N+:20]([O-:22])=[O:21])=[C:18]3[C:13]([CH:14]=[CH:15][CH:16]=[N:17]3)=[CH:12][CH:11]=2)[OH:9])=[CH:4][CH:3]=1, predict the reaction product. The product is: [F:1][C:2]1[CH:3]=[CH:4][C:5]([C:8]([C:10]2[C:19]([N+:20]([O-:22])=[O:21])=[C:18]3[C:13]([CH:14]=[CH:15][CH:16]=[N:17]3)=[CH:12][CH:11]=2)=[O:9])=[CH:6][CH:7]=1. (6) The product is: [CH3:14][O:12][C:11]([C:1]1[C:10]2[C:5](=[CH:6][CH:7]=[CH:8][CH:9]=2)[CH:4]=[CH:3][CH:2]=1)=[O:13]. Given the reactants [C:1]1([C:11]([OH:13])=[O:12])[C:10]2[C:5](=[CH:6][CH:7]=[CH:8][CH:9]=2)[CH:4]=[CH:3][CH:2]=1.[CH3:14]I, predict the reaction product. (7) Given the reactants [F:1][C:2]1[CH:3]=[C:4]([C:10]2[CH:15]=[CH:14][CH:13]=[C:12]([O:16][CH3:17])[CH:11]=2)[CH:5]=[C:6]([F:9])[C:7]=1[NH2:8].Cl[C:19]1[N:27]=[CH:26][CH:25]=[CH:24][C:20]=1[C:21]([OH:23])=[O:22], predict the reaction product. The product is: [F:1][C:2]1[CH:3]=[C:4]([C:10]2[CH:15]=[CH:14][CH:13]=[C:12]([O:16][CH3:17])[CH:11]=2)[CH:5]=[C:6]([F:9])[C:7]=1[NH:8][C:19]1[N:27]=[CH:26][CH:25]=[CH:24][C:20]=1[C:21]([OH:23])=[O:22]. (8) Given the reactants [CH2:1]([O:8][C:9]1[CH:14]=[C:13]([O:15][CH2:16][C:17]2[CH:22]=[CH:21][CH:20]=[CH:19][CH:18]=2)[C:12]([CH:23]([CH3:25])[CH3:24])=[CH:11][C:10]=1[C:26]1[O:30][N:29]=[C:28]([C:31]([NH:33][CH2:34][CH3:35])=[O:32])[C:27]=1[C:36]1[NH:40][N:39]=[N:38][N:37]=1)[C:2]1[CH:7]=[CH:6][CH:5]=[CH:4][CH:3]=1.I[CH3:42], predict the reaction product. The product is: [CH2:1]([O:8][C:9]1[CH:14]=[C:13]([O:15][CH2:16][C:17]2[CH:18]=[CH:19][CH:20]=[CH:21][CH:22]=2)[C:12]([CH:23]([CH3:25])[CH3:24])=[CH:11][C:10]=1[C:26]1[O:30][N:29]=[C:28]([C:31]([NH:33][CH2:34][CH3:35])=[O:32])[C:27]=1[C:36]1[N:37]=[N:38][N:39]([CH3:42])[N:40]=1)[C:2]1[CH:7]=[CH:6][CH:5]=[CH:4][CH:3]=1. (9) Given the reactants [CH2:1]([O:8][C:9]1[CH:14]=[CH:13][C:12]([C:15](=[O:18])[CH2:16]Cl)=[CH:11][C:10]=1[NH:19][S:20]([CH3:23])(=[O:22])=[O:21])[C:2]1[CH:7]=[CH:6][CH:5]=[CH:4][CH:3]=1.[CH2:24]([NH:31][CH2:32][C:33]1[CH:38]=[CH:37][CH:36]=[CH:35][CH:34]=1)[C:25]1[CH:30]=[CH:29][CH:28]=[CH:27][CH:26]=1, predict the reaction product. The product is: [CH2:1]([O:8][C:9]1[CH:14]=[CH:13][C:12]([C:15](=[O:18])[CH2:16][N:31]([CH2:24][C:25]2[CH:30]=[CH:29][CH:28]=[CH:27][CH:26]=2)[CH2:32][C:33]2[CH:38]=[CH:37][CH:36]=[CH:35][CH:34]=2)=[CH:11][C:10]=1[NH:19][S:20]([CH3:23])(=[O:22])=[O:21])[C:2]1[CH:7]=[CH:6][CH:5]=[CH:4][CH:3]=1.